Task: Regression/Classification. Given a drug SMILES string, predict its absorption, distribution, metabolism, or excretion properties. Task type varies by dataset: regression for continuous measurements (e.g., permeability, clearance, half-life) or binary classification for categorical outcomes (e.g., BBB penetration, CYP inhibition). Dataset: hlm.. Dataset: Human liver microsome stability data (1) The drug is CC(=O)N(C)C[C@H]1C[C@H](c2ccc(CN3CCCC3)c(Cl)c2)C1. The result is 0 (unstable in human liver microsomes). (2) The compound is C[C@@H]1CN(c2ccc(F)cc2C(F)(F)F)CCN1S(=O)(=O)c1ccc(N2CCN[C@@H](C)C2)cc1Cl. The result is 0 (unstable in human liver microsomes). (3) The molecule is CC(C)CN1C(=O)CN(Cc2ccc(-c3ccc(F)c(CN4CCOCC4)n3)cc2)C1=O. The result is 1 (stable in human liver microsomes). (4) The molecule is CC(=O)O[C@H]1C[C@H]2[C@@H]([C@H](OC(C)=O)C[C@@H]3CC4(CC[C@@]32C)OOC(C)(C)OO4)[C@@H]2CC[C@H]([C@H](C)CCC(=O)N(C)C)[C@@]12C. The result is 0 (unstable in human liver microsomes). (5) The drug is CC(C)OC(=O)N1CCC(O[C@H]2CC[C@H](Oc3cnc(S(C)(=O)=O)cn3)CC2)CC1. The result is 0 (unstable in human liver microsomes). (6) The molecule is O=C(NC[C@H]1CC[C@@H](CCOc2ccccc2)CC1)c1ccc(O)nn1. The result is 1 (stable in human liver microsomes). (7) The drug is CC(C)CCn1nc(-c2nccs2)c(O)c(C2=NS(=O)(=O)c3cc(OCC(N)=O)ccc3N2)c1=O. The result is 0 (unstable in human liver microsomes). (8) The drug is Clc1cccc(COc2cncc(N3CCNCC3)n2)c1. The result is 1 (stable in human liver microsomes).